Dataset: NCI-60 drug combinations with 297,098 pairs across 59 cell lines. Task: Regression. Given two drug SMILES strings and cell line genomic features, predict the synergy score measuring deviation from expected non-interaction effect. Drug 1: CCC1(CC2CC(C3=C(CCN(C2)C1)C4=CC=CC=C4N3)(C5=C(C=C6C(=C5)C78CCN9C7C(C=CC9)(C(C(C8N6C)(C(=O)OC)O)OC(=O)C)CC)OC)C(=O)OC)O.OS(=O)(=O)O. Drug 2: CC(C)NC(=O)C1=CC=C(C=C1)CNNC.Cl. Cell line: NCI/ADR-RES. Synergy scores: CSS=-3.03, Synergy_ZIP=1.85, Synergy_Bliss=-0.202, Synergy_Loewe=-1.38, Synergy_HSA=-3.83.